This data is from Forward reaction prediction with 1.9M reactions from USPTO patents (1976-2016). The task is: Predict the product of the given reaction. (1) Given the reactants [F:1][C:2]1[CH:3]=[C:4]([CH:18]=[CH:19][CH:20]=1)[CH2:5][C@@H:6]1[CH2:10][CH2:9][N:8]([C:11](OC(C)(C)C)=[O:12])[CH2:7]1.[F:21][C:22]([F:27])([F:26])C(O)=O, predict the reaction product. The product is: [F:21][C:22]([F:27])([F:26])[C:11]([N:8]1[CH2:9][CH2:10][C@@H:6]([CH2:5][C:4]2[CH:18]=[CH:19][CH:20]=[C:2]([F:1])[CH:3]=2)[CH2:7]1)=[O:12]. (2) Given the reactants Br[C:2]1[CH:24]=[CH:23][C:5]([O:6][CH2:7][C:8]2[N:9]([CH2:21][CH3:22])[CH:10]=[C:11]([C:13]3[CH:18]=[CH:17][C:16]([Cl:19])=[CH:15][C:14]=3[Cl:20])[N:12]=2)=[CH:4][CH:3]=1.[OH:25][C:26]1[CH:27]=[C:28](B(O)O)[CH:29]=[CH:30][CH:31]=1, predict the reaction product. The product is: [Cl:20][C:14]1[CH:15]=[C:16]([Cl:19])[CH:17]=[CH:18][C:13]=1[C:11]1[N:12]=[C:8]([CH2:7][O:6][C:5]2[CH:23]=[CH:24][C:2]([C:30]3[CH:29]=[CH:28][CH:27]=[C:26]([OH:25])[CH:31]=3)=[CH:3][CH:4]=2)[N:9]([CH2:21][CH3:22])[CH:10]=1. (3) The product is: [CH2:24]([N:16]([CH:13]1[CH2:14][CH2:15][CH:11]([C:5]2[C:4]3[C:8](=[CH:9][CH:10]=[C:2]([NH:1][C:32]([C:28]4[S:27][CH:31]=[CH:30][CH:29]=4)=[NH:33])[CH:3]=3)[NH:7][CH:6]=2)[CH2:12]1)[C:17](=[O:23])[O:18][C:19]([CH3:20])([CH3:21])[CH3:22])[CH3:25]. Given the reactants [NH2:1][C:2]1[CH:3]=[C:4]2[C:8](=[CH:9][CH:10]=1)[NH:7][CH:6]=[C:5]2[CH:11]1[CH2:15][CH2:14][CH:13]([N:16]([CH2:24][CH3:25])[C:17](=[O:23])[O:18][C:19]([CH3:22])([CH3:21])[CH3:20])[CH2:12]1.I.[S:27]1[CH:31]=[CH:30][CH:29]=[C:28]1[C:32](SC)=[NH:33], predict the reaction product. (4) Given the reactants [OH:1][C:2]1[CH:3]=[C:4]2[C:9](=[CH:10][CH:11]=1)[CH:8]=[C:7]([CH2:12][CH2:13][NH:14][S:15]([CH:18]([CH3:20])[CH3:19])(=[O:17])=[O:16])[CH:6]=[CH:5]2.[C:21]([CH2:23]Br)#[N:22].C(=O)([O-])[O-].[K+].[K+], predict the reaction product. The product is: [CH3:19][CH:18]([S:15]([NH:14][CH2:13][CH2:12][C:7]1[CH:8]=[C:9]2[C:4](=[CH:5][CH:6]=1)[CH:3]=[C:2]([O:1][CH2:23][C:21]#[N:22])[CH:11]=[CH:10]2)(=[O:17])=[O:16])[CH3:20]. (5) Given the reactants [NH2:1][C:2]1[O:6][N:5]=[C:4]([C:7]2[CH:12]=[CH:11][CH:10]=[CH:9][C:8]=2[Cl:13])[C:3]=1[C:14]([OH:16])=O.Cl.C(N=C=NCCCN(C)C)C.[CH3:29][O:30][C:31]1[CH:36]=[CH:35][CH:34]=[CH:33][C:32]=1[N:37]1[CH2:42][CH2:41][NH:40][CH2:39][CH2:38]1, predict the reaction product. The product is: [NH2:1][C:2]1[O:6][N:5]=[C:4]([C:7]2[CH:12]=[CH:11][CH:10]=[CH:9][C:8]=2[Cl:13])[C:3]=1[C:14]([N:40]1[CH2:39][CH2:38][N:37]([C:32]2[CH:33]=[CH:34][CH:35]=[CH:36][C:31]=2[O:30][CH3:29])[CH2:42][CH2:41]1)=[O:16]. (6) Given the reactants [CH:1]1([NH2:4])[CH2:3][CH2:2]1.C(O)(=O)C.[CH3:9][C:10]1([C:14]2[CH:21]=[CH:20][CH:19]=[CH:18][C:15]=2[CH:16]=O)[CH2:13][O:12][CH2:11]1.C([BH3-])#N.[Na+], predict the reaction product. The product is: [CH3:9][C:10]1([C:14]2[CH:21]=[CH:20][CH:19]=[CH:18][C:15]=2[CH2:16][NH:4][CH:1]2[CH2:3][CH2:2]2)[CH2:11][O:12][CH2:13]1.